Dataset: Reaction yield outcomes from USPTO patents with 853,638 reactions. Task: Predict the reaction yield, written as a fraction of the theoretical maximum amount of product (1.0 means a 100% yield; for example, 0.34 means a 34% yield). (1) The reactants are [F:1][C:2]([F:36])([F:35])[C:3]1[CH:4]=[C:5]([C:13]([CH3:34])([CH3:33])[C:14]([N:16]([C:18]2[CH:19]=[N:20][C:21](Cl)=[CH:22][C:23]=2[C:24]2[CH:29]=[CH:28][C:27]([F:30])=[CH:26][C:25]=2[CH3:31])[CH3:17])=[O:15])[CH:6]=[C:7]([C:9]([F:12])([F:11])[F:10])[CH:8]=1.C(=O)([O-])[O-].[K+].[K+].[OH:43][CH2:44][C@@H:45]1[C@@H:49]([OH:50])[CH2:48][CH2:47][NH:46]1. The catalyst is CS(C)=O.C(OCC)(=O)C. The product is [F:1][C:2]([F:36])([F:35])[C:3]1[CH:4]=[C:5]([C:13]([CH3:34])([CH3:33])[C:14]([N:16]([C:18]2[CH:19]=[N:20][C:21]([N:46]3[CH2:47][CH2:48][C@H:49]([OH:50])[C@H:45]3[CH2:44][OH:43])=[CH:22][C:23]=2[C:24]2[CH:29]=[CH:28][C:27]([F:30])=[CH:26][C:25]=2[CH3:31])[CH3:17])=[O:15])[CH:6]=[C:7]([C:9]([F:12])([F:11])[F:10])[CH:8]=1. The yield is 0.670. (2) The reactants are [Na+].[C:2]([C:4]1[CH:5]=[C:6]([C:14]2[O:18][N:17]=[C:16]([C:19]3[CH:35]=[CH:34][C:22]4[CH2:23][CH2:24][N:25]([CH2:28][CH2:29][CH2:30][C:31]([O-:33])=O)[CH2:26][CH2:27][C:21]=4[CH:20]=3)[N:15]=2)[CH:7]=[CH:8][C:9]=1[O:10][CH:11]([CH3:13])[CH3:12])#[N:3].C1C=CC2N(O)N=NC=2C=1.C(Cl)CCl.[CH2:50]([N:52](CC)[CH2:53]C)C.CNC.C(=O)([O-])O.[Na+]. The catalyst is CN(C=O)C. The product is [C:2]([C:4]1[CH:5]=[C:6]([C:14]2[O:18][N:17]=[C:16]([C:19]3[CH:35]=[CH:34][C:22]4[CH2:23][CH2:24][N:25]([CH2:28][CH2:29][CH2:30][C:31]([N:52]([CH3:53])[CH3:50])=[O:33])[CH2:26][CH2:27][C:21]=4[CH:20]=3)[N:15]=2)[CH:7]=[CH:8][C:9]=1[O:10][CH:11]([CH3:12])[CH3:13])#[N:3]. The yield is 0.130. (3) The product is [Br:1][C:2]1[C:10]2[O:9][C:8]([CH3:12])([CH3:11])[CH:7]([OH:13])[C:6]=2[C:5]([CH3:14])=[C:4]([NH:15][C:16](=[O:22])[O:17][C:18]([CH3:21])([CH3:20])[CH3:19])[C:3]=1[CH3:23]. The catalyst is C(OCC)(=O)C.CCCCCC. The reactants are [Br:1][C:2]1[C:10]2[O:9][C:8]([CH3:12])([CH3:11])[C:7](=[O:13])[C:6]=2[C:5]([CH3:14])=[C:4]([NH:15][C:16](=[O:22])[O:17][C:18]([CH3:21])([CH3:20])[CH3:19])[C:3]=1[CH3:23]. The yield is 0.980. (4) The reactants are Br[C:2]1[CH:7]=[C:6]([C:8]([CH3:11])([CH3:10])[CH3:9])[C:5]([N+:12]([O-:14])=[O:13])=[CH:4][C:3]=1[NH2:15].CCN(CC)CC.[CH3:23][Si:24]([C:27]#[CH:28])([CH3:26])[CH3:25]. The catalyst is C1(C)C=CC=CC=1.O.Cl[Pd](Cl)([P](C1C=CC=CC=1)(C1C=CC=CC=1)C1C=CC=CC=1)[P](C1C=CC=CC=1)(C1C=CC=CC=1)C1C=CC=CC=1.[Cu]I. The product is [C:8]([C:6]1[C:5]([N+:12]([O-:14])=[O:13])=[CH:4][C:3]([NH:15][C:28]#[C:27][Si:24]([CH3:26])([CH3:25])[CH3:23])=[CH:2][CH:7]=1)([CH3:11])([CH3:10])[CH3:9]. The yield is 0.810.